From a dataset of Catalyst prediction with 721,799 reactions and 888 catalyst types from USPTO. Predict which catalyst facilitates the given reaction. (1) Reactant: Br[C:2]1[CH:7]=[CH:6][C:5]([CH:8]([CH3:14])[C:9]([O:11][CH2:12][CH3:13])=[O:10])=[CH:4][CH:3]=1.[B:15]1([B:15]2[O:19][C:18]([CH3:21])([CH3:20])[C:17]([CH3:23])([CH3:22])[O:16]2)[O:19][C:18]([CH3:21])([CH3:20])[C:17]([CH3:23])([CH3:22])[O:16]1.C([O-])(=O)C.[K+]. Product: [CH3:22][C:17]1([CH3:23])[C:18]([CH3:21])([CH3:20])[O:19][B:15]([C:2]2[CH:7]=[CH:6][C:5]([CH:8]([CH3:14])[C:9]([O:11][CH2:12][CH3:13])=[O:10])=[CH:4][CH:3]=2)[O:16]1. The catalyst class is: 368. (2) Reactant: [F:1][C:2]([F:13])([F:12])[O:3][C:4]1[CH:5]=[C:6]([CH:9]=[CH:10][CH:11]=1)[CH:7]=O.C1(P(C2C=CC=CC=2)(C2C=CC=CC=2)=[CH:21][C:22]([O:24][CH2:25][CH3:26])=[O:23])C=CC=CC=1. Product: [F:1][C:2]([F:13])([F:12])[O:3][C:4]1[CH:5]=[C:6]([CH:7]=[CH:21][C:22]([O:24][CH2:25][CH3:26])=[O:23])[CH:9]=[CH:10][CH:11]=1. The catalyst class is: 2. (3) Reactant: [N:1]1[CH:6]=[CH:5][CH:4]=[C:3]2[CH2:7][NH:8][CH2:9][C:2]=12.[H-].[Na+].I[CH2:13][CH3:14]. Product: [CH2:13]([N:8]1[CH2:7][C:3]2[C:2](=[N:1][CH:6]=[CH:5][CH:4]=2)[CH2:9]1)[CH3:14]. The catalyst class is: 1. (4) Reactant: [Si]([O:18][CH:19]1[CH2:22][N:21]([C:23]2[S:24][CH:25]=[C:26]([CH2:28][NH:29][S:30]([C:33]3[CH:38]=[CH:37][CH:36]=[CH:35][CH:34]=3)(=[O:32])=[O:31])[N:27]=2)[CH2:20]1)(C(C)(C)C)(C1C=CC=CC=1)C1C=CC=CC=1.[F-].C([N+](CCCC)(CCCC)CCCC)CCC. Product: [C:33]1([S:30]([NH:29][CH2:28][C:26]2[N:27]=[C:23]([N:21]3[CH2:22][CH:19]([OH:18])[CH2:20]3)[S:24][CH:25]=2)(=[O:32])=[O:31])[CH:34]=[CH:35][CH:36]=[CH:37][CH:38]=1. The catalyst class is: 7.